Dataset: P-glycoprotein inhibition data for predicting drug efflux from Broccatelli et al.. Task: Regression/Classification. Given a drug SMILES string, predict its absorption, distribution, metabolism, or excretion properties. Task type varies by dataset: regression for continuous measurements (e.g., permeability, clearance, half-life) or binary classification for categorical outcomes (e.g., BBB penetration, CYP inhibition). Dataset: pgp_broccatelli. The drug is O=c1cc(-c2ccc(O)cc2)oc2cc(O)cc(O)c12. The result is 0 (non-inhibitor).